The task is: Regression. Given two drug SMILES strings and cell line genomic features, predict the synergy score measuring deviation from expected non-interaction effect.. This data is from NCI-60 drug combinations with 297,098 pairs across 59 cell lines. (1) Drug 1: C1CC(=O)NC(=O)C1N2CC3=C(C2=O)C=CC=C3N. Drug 2: C1=CC(=CC=C1C#N)C(C2=CC=C(C=C2)C#N)N3C=NC=N3. Cell line: SNB-19. Synergy scores: CSS=6.22, Synergy_ZIP=-1.80, Synergy_Bliss=0.235, Synergy_Loewe=1.97, Synergy_HSA=0.772. (2) Drug 1: CCCS(=O)(=O)NC1=C(C(=C(C=C1)F)C(=O)C2=CNC3=C2C=C(C=N3)C4=CC=C(C=C4)Cl)F. Drug 2: CC12CCC3C(C1CCC2OP(=O)(O)O)CCC4=C3C=CC(=C4)OC(=O)N(CCCl)CCCl.[Na+]. Cell line: HCT116. Synergy scores: CSS=-8.43, Synergy_ZIP=-3.12, Synergy_Bliss=-14.9, Synergy_Loewe=-16.6, Synergy_HSA=-16.8. (3) Drug 1: CC(C1=C(C=CC(=C1Cl)F)Cl)OC2=C(N=CC(=C2)C3=CN(N=C3)C4CCNCC4)N. Drug 2: CC12CCC(CC1=CCC3C2CCC4(C3CC=C4C5=CN=CC=C5)C)O. Cell line: SF-295. Synergy scores: CSS=25.7, Synergy_ZIP=-1.52, Synergy_Bliss=2.15, Synergy_Loewe=-11.8, Synergy_HSA=4.11. (4) Drug 1: C1=NC2=C(N=C(N=C2N1C3C(C(C(O3)CO)O)F)Cl)N. Drug 2: CS(=O)(=O)OCCCCOS(=O)(=O)C. Cell line: UACC62. Synergy scores: CSS=3.04, Synergy_ZIP=-1.61, Synergy_Bliss=-1.04, Synergy_Loewe=-0.0329, Synergy_HSA=-1.60.